This data is from Experimentally validated miRNA-target interactions with 360,000+ pairs, plus equal number of negative samples. The task is: Binary Classification. Given a miRNA mature sequence and a target amino acid sequence, predict their likelihood of interaction. (1) Result: 1 (interaction). The protein sequence of the target gene is MYALFLLASLLGAALAGPVLGLKECTRGSAVWCQNVKTASDCGAVKHCLQTVWNKPTVKSLPCDICKDVVTAAGDMLKDNATEEEILVYLEKTCDWLPKPNMSASCKEIVDSYLPVILDIIKGEMSRPGEVCSALNLCESLQKHLAELNHQKQLESNKIPELDMTEVVAPFMANIPLLLYPQDGPRSKPQPKDNGDVCQDCIQMVTDIQTAVRTNSTFVQALVEHVKEECDRLGPGMADICKNYISQYSEIAIQMMMHMQPKEICALVGFCDEVKEMPMQTLVPAKVASKNVIPALELVE.... The miRNA is hsa-miR-7111-5p with sequence UGGGGGAGGAAGGACAGGCCAU. (2) The miRNA is hsa-miR-6804-5p with sequence UGAGGGUGUCAGCAGGUGACG. The protein sequence of the target gene is MMFPQSRHSGSSHLPQQLKFTTSDSCDRIKDEFQLLQAQYHSLKLECDKLASEKSEMQRHYVMYYEMSYGLNIEMHKQAEIVKRLNGICAQVLPYLSQEHQQQVLGAIERAKQVTAPELNSIIRQQLQAHQLSQLQALALPLTPLPVGLQPPSLPAVSAGTGLLSLSALGSQTHLSKEDKNGHDGDTHQEDDGEKSD. Result: 0 (no interaction). (3) The miRNA is hsa-miR-6823-5p with sequence UCAGGGUUGGUAGGGGUUGCU. The protein sequence of the target gene is MATQVEPLLPGGATLLQAEEHGGLVRKKPPPAPEGKGEPGPNDVRGGEPDGSARRPRPPCAKPHKEGTGQQERESPRPLQLPGAEGPAISDGEEGGGEPGAGGGAAGAAGAGRRDFVEAPPPKVNPWTKNALPPVLTTVNGQSPPEHSAPAKVVRAAVPKQRKGSKVGDFGDAINWPTPGEIAHKSVQPQSHKPQPTRKLPPKKDMKEQEKGEGSDSKESPKTKSDESGEEKNGDEDCQRGGQKKKGNKHKWVPLQIDMKPEVPREKLASRPTRPPEPRHIPANRGEIKGSESATYVPVA.... Result: 1 (interaction). (4) The miRNA is hsa-miR-1262 with sequence AUGGGUGAAUUUGUAGAAGGAU. The protein sequence of the target gene is MAAPLELSCWGGGWGLPSVHSESLVVMAYAKFSGAPLKVNVIDNTWRGSRGDVPILTTEDDMVSQPAKILNFLRKQKYNADYELSAKQGADTLAYIALLEEKLLPAVLHTFWVESDNYFTVTKPWFASQIPFPLSLILPGRMSKGALNRILLTRGQPPLYHLREVEAQIYRDAKECLNLLSNRLGTSQFFFGDTPSTLDAYVFGFLAPLYKVRFPKVQLQEHLKQLSNLCRFCDDILSSYFRLSLGGISPAGQETVDANLQKLTQLVNKESNLIEKMDDNLRQSPQLPPRKLPTLKLTPA.... Result: 1 (interaction). (5) The miRNA is mmu-miR-24-3p with sequence UGGCUCAGUUCAGCAGGAACAG. The protein sequence of the target gene is MVSKLSQLQTELLAALLESGLSKEALIQALGEPGPYLMVGEGPLDKGESCGGSRGDLTELPNGLGETRGSEDDTDDDGEDFAPPILKELENLSPEEAAHQKAVVESLLQEDPWRVAKMVKSYLQQHNIPQREVVDTTGLNQSHLSQHLNKGTPMKTQKRAALYTWYVRKQREVAQQFTHAGQGGLIEEPTGDELPTKKGRRNRFKWGPASQQILFQAYERQKNPSKEERETLVEECNRAECIQRGVSPSQAQGLGSNLVTEVRVYNWFANRRKEEAFRHKLAMDTYNGPPPGPGPGPALP.... Result: 1 (interaction). (6) The miRNA is hsa-miR-6866-5p with sequence UUAGAGGCUGGAAUAGAGAUUCU. The protein sequence of the target gene is MENMKVLLGLICLMVPLLSLEIDVCTEYPNQIVLFLSVNEIDIRKCPLTPNKMHGDTIIWYKNDSKTPISADRDSRIHQQNEHLWFVPAKVEDSGYYYCIVRNSTYCLKTKVTVTVLENDPGLCYSTQATFPQRLHIAGDGSLVCPYVSYFKDENNELPEVQWYKNCKPLLLDNVSFFGVKDKLLVRNVAEEHRGDYICRMSYTFRGKQYPVTRVIQFITIDENKRDRPVILSPRNETIEADPGSMIQLICNVTGQFSDLVYWKWNGSEIEWNDPFLAEDYQFVEHPSTKRKYTLITTLN.... Result: 0 (no interaction).